Task: Predict the product of the given reaction.. Dataset: Forward reaction prediction with 1.9M reactions from USPTO patents (1976-2016) Given the reactants C(OC([N:8]1[CH2:12][CH2:11][CH2:10][C@H:9]1[C:13]([N:15]1[CH2:19][CH2:18][CH2:17][CH2:16]1)=[O:14])=O)(C)(C)C, predict the reaction product. The product is: [N:15]1([C:13]([C@@H:9]2[CH2:10][CH2:11][CH2:12][NH:8]2)=[O:14])[CH2:16][CH2:17][CH2:18][CH2:19]1.